The task is: Predict the reactants needed to synthesize the given product.. This data is from Full USPTO retrosynthesis dataset with 1.9M reactions from patents (1976-2016). (1) Given the product [NH2:1][C:2]1[CH:3]=[C:4]([CH:13]=[C:14]([C:18]#[C:17][Si:19]([CH:20]([CH3:22])[CH3:21])([CH:26]([CH3:28])[CH3:27])[CH:23]([CH3:25])[CH3:24])[CH:15]=1)[C:5]([NH:7][CH2:8][CH2:9][N:10]([CH3:12])[CH3:11])=[O:6], predict the reactants needed to synthesize it. The reactants are: [NH2:1][C:2]1[CH:3]=[C:4]([CH:13]=[C:14](Br)[CH:15]=1)[C:5]([NH:7][CH2:8][CH2:9][N:10]([CH3:12])[CH3:11])=[O:6].[C:17]([Si:19]([CH:26]([CH3:28])[CH3:27])([CH:23]([CH3:25])[CH3:24])[CH:20]([CH3:22])[CH3:21])#[CH:18]. (2) Given the product [CH2:10]([C@H:17]1[N:22]([C:23]([C:25]2[N:26]=[CH:27][N:28]([C@H:36]3[CH2:41][CH2:40][CH2:39][CH2:38][C@:37]3([OH:42])[CH2:43][O:9][CH2:8][C:4]3[S:3][CH:7]=[CH:6][N:5]=3)[C:29]=2[C:30]2[CH:35]=[CH:34][CH:33]=[CH:32][CH:31]=2)=[O:24])[CH2:21][CH2:20][N:19]([C:45]([O:47][C:48]([CH3:51])([CH3:50])[CH3:49])=[O:46])[CH2:18]1)[C:11]1[CH:16]=[CH:15][CH:14]=[CH:13][CH:12]=1, predict the reactants needed to synthesize it. The reactants are: [H-].[Na+].[S:3]1[CH:7]=[CH:6][N:5]=[C:4]1[CH2:8][OH:9].[CH2:10]([C@H:17]1[N:22]([C:23]([C:25]2[N:26]=[CH:27][N:28]([C@H:36]3[CH2:41][CH2:40][CH2:39][CH2:38][C@@:37]3([CH2:43]Cl)[OH:42])[C:29]=2[C:30]2[CH:35]=[CH:34][CH:33]=[CH:32][CH:31]=2)=[O:24])[CH2:21][CH2:20][N:19]([C:45]([O:47][C:48]([CH3:51])([CH3:50])[CH3:49])=[O:46])[CH2:18]1)[C:11]1[CH:16]=[CH:15][CH:14]=[CH:13][CH:12]=1.C(=O)(O)[O-].[Na+]. (3) The reactants are: Cl[C:2]1[N:3]=[C:4]([N:13]2[CH2:18][CH2:17][O:16][CH2:15][CH2:14]2)[C:5]2[O:11][CH2:10][CH:9]([CH3:12])[O:8][C:6]=2[N:7]=1.CC1(C)C(C)(C)OB([C:27]2[CH:28]=[N:29][C:30]([NH2:33])=[N:31][CH:32]=2)O1.C(=O)([O-])[O-].[Na+].[Na+]. Given the product [CH3:12][CH:9]1[O:8][C:6]2[N:7]=[C:2]([C:27]3[CH:28]=[N:29][C:30]([NH2:33])=[N:31][CH:32]=3)[N:3]=[C:4]([N:13]3[CH2:18][CH2:17][O:16][CH2:15][CH2:14]3)[C:5]=2[O:11][CH2:10]1, predict the reactants needed to synthesize it. (4) Given the product [ClH:1].[CH3:11][O:9][C:8](=[O:10])[CH:3]([CH2:4][N:5]([CH3:7])[CH3:6])[NH2:2], predict the reactants needed to synthesize it. The reactants are: [ClH:1].[NH2:2][CH:3]([C:8]([OH:10])=[O:9])[CH2:4][N:5]([CH3:7])[CH3:6].[CH3:11]O.